From a dataset of TCR-epitope binding with 47,182 pairs between 192 epitopes and 23,139 TCRs. Binary Classification. Given a T-cell receptor sequence (or CDR3 region) and an epitope sequence, predict whether binding occurs between them. (1) The epitope is FQPTNGVGY. The TCR CDR3 sequence is CASSSTPNTEAFF. Result: 0 (the TCR does not bind to the epitope). (2) The epitope is SEVGPEHSLAEY. The TCR CDR3 sequence is CASSQEGRGRYEQYF. Result: 0 (the TCR does not bind to the epitope). (3) The epitope is GLCTLVAML. The TCR CDR3 sequence is CSARDGKGNGYTF. Result: 1 (the TCR binds to the epitope). (4) The epitope is RIFTIGTVTLK. The TCR CDR3 sequence is CASSPGTSGGYEQYF. Result: 0 (the TCR does not bind to the epitope).